From a dataset of Reaction yield outcomes from USPTO patents with 853,638 reactions. Predict the reaction yield, written as a fraction of the theoretical maximum amount of product (1.0 means a 100% yield; for example, 0.34 means a 34% yield). The reactants are [CH:1]1([CH2:6][CH:7]([C:11]2[CH:16]=[CH:15][C:14]([I:17])=[CH:13][CH:12]=2)[C:8]([OH:10])=[O:9])[CH2:5][CH2:4][CH2:3][CH2:2]1.[CH3:18]O. The catalyst is S(=O)(=O)(O)O. The product is [CH3:18][O:9][C:8](=[O:10])[CH:7]([C:11]1[CH:16]=[CH:15][C:14]([I:17])=[CH:13][CH:12]=1)[CH2:6][CH:1]1[CH2:5][CH2:4][CH2:3][CH2:2]1. The yield is 0.970.